From a dataset of Full USPTO retrosynthesis dataset with 1.9M reactions from patents (1976-2016). Predict the reactants needed to synthesize the given product. (1) Given the product [CH:1]1([CH2:4][O:5][C:6]2[C:11]([C:12]3[CH:13]=[CH:14][C:15]([C:18]([F:19])([F:21])[F:20])=[CH:16][CH:17]=3)=[CH:10][C:9]([CH:22]([CH2:28][CH:29]([CH3:30])[CH3:31])[C:23]([OH:25])=[O:24])=[CH:8][C:7]=2[N+:32]([O-:34])=[O:33])[CH2:2][CH2:3]1, predict the reactants needed to synthesize it. The reactants are: [CH:1]1([CH2:4][O:5][C:6]2[C:11]([C:12]3[CH:17]=[CH:16][C:15]([C:18]([F:21])([F:20])[F:19])=[CH:14][CH:13]=3)=[CH:10][C:9]([CH:22]([CH2:28][CH:29]([CH3:31])[CH3:30])[C:23]([O:25]CC)=[O:24])=[CH:8][C:7]=2[N+:32]([O-:34])=[O:33])[CH2:3][CH2:2]1.C1COCC1.O.[Li+].[OH-]. (2) The reactants are: [CH2:1]([N:4]=[CH:5][C:6]1[CH:11]=[CH:10][C:9]([Br:12])=[CH:8][CH:7]=1)[CH:2]=[CH2:3].[CH2:13]([Mg]Br)[CH:14]=[CH2:15]. Given the product [CH2:1]([NH:4][CH:5]([C:6]1[CH:7]=[CH:8][C:9]([Br:12])=[CH:10][CH:11]=1)[CH2:15][CH:14]=[CH2:13])[CH:2]=[CH2:3], predict the reactants needed to synthesize it. (3) The reactants are: [F:1][C:2]1[CH:7]=[CH:6][CH:5]=[C:4]([F:8])[C:3]=1Br.[CH3:10][O:11][C:12]1[CH:17]=[CH:16][CH:15]=[CH:14][C:13]=1B(O)O.C(=O)([O-])[O-].[K+].[K+]. Given the product [CH3:10][O:11][C:12]1[C:13]([C:3]2[C:2]([F:1])=[CH:7][CH:6]=[CH:5][C:4]=2[F:8])=[CH:14][CH:15]=[CH:16][CH:17]=1, predict the reactants needed to synthesize it. (4) Given the product [CH2:30]([N:13]([C:14]1[N:15]([C:23]2[CH:24]=[CH:25][C:26]([Cl:29])=[CH:27][CH:28]=2)[N:16]=[C:17]2[C:22]=1[CH:21]=[CH:20][CH:19]=[CH:18]2)[C:11](=[O:12])[NH:10][C:7]1[CH:8]=[CH:9][C:4]([C:3]([OH:38])=[O:2])=[CH:5][C:6]=1[Cl:37])[C:31]1[CH:32]=[CH:33][CH:34]=[CH:35][CH:36]=1, predict the reactants needed to synthesize it. The reactants are: C[O:2][C:3](=[O:38])[C:4]1[CH:9]=[CH:8][C:7]([NH:10][C:11]([N:13]([CH2:30][C:31]2[CH:36]=[CH:35][CH:34]=[CH:33][CH:32]=2)[C:14]2[N:15]([C:23]3[CH:28]=[CH:27][C:26]([Cl:29])=[CH:25][CH:24]=3)[N:16]=[C:17]3[C:22]=2[CH:21]=[CH:20][CH:19]=[CH:18]3)=[O:12])=[C:6]([Cl:37])[CH:5]=1.[OH-].[Li+]. (5) Given the product [Br:1][C:2]1[CH:3]=[CH:4][C:5]2[N:6]([C:22]([O:21][C:18]([CH3:20])([CH3:19])[CH3:17])=[O:23])[C:7]3[C:12]([S:13][C:14]=2[CH:15]=1)=[CH:11][C:10]([Br:16])=[CH:9][CH:8]=3, predict the reactants needed to synthesize it. The reactants are: [Br:1][C:2]1[CH:3]=[CH:4][C:5]2[NH:6][C:7]3[C:12]([S:13][C:14]=2[CH:15]=1)=[CH:11][C:10]([Br:16])=[CH:9][CH:8]=3.[CH3:17][C:18]([O:21][C:22](O[C:22]([O:21][C:18]([CH3:20])([CH3:19])[CH3:17])=[O:23])=[O:23])([CH3:20])[CH3:19]. (6) The reactants are: [NH2:1][C:2]1[CH:11]=[CH:10][C:9]([Br:12])=[CH:8][C:3]=1[C:4](OC)=[O:5].[CH3:13][NH2:14].O. Given the product [NH2:1][C:2]1[CH:11]=[CH:10][C:9]([Br:12])=[CH:8][C:3]=1[C:4]([NH:14][CH3:13])=[O:5], predict the reactants needed to synthesize it. (7) Given the product [CH:1]1([CH2:6][CH:7]([C:11]2[CH:16]=[CH:15][C:14]([Cl:17])=[C:13]([Cl:18])[CH:12]=2)[C:8]([NH:46][C:47]2[S:48][C:49]3[CH:55]=[C:54]([S:56]([CH3:59])(=[O:58])=[O:57])[CH:53]=[CH:52][C:50]=3[N:51]=2)=[O:10])[CH2:2][CH2:3][CH2:4][CH2:5]1, predict the reactants needed to synthesize it. The reactants are: [CH:1]1([CH2:6][CH:7]([C:11]2[CH:16]=[CH:15][C:14]([Cl:17])=[C:13]([Cl:18])[CH:12]=2)[C:8]([OH:10])=O)[CH2:5][CH2:4][CH2:3][CH2:2]1.F[P-](F)(F)(F)(F)F.N1(O[P+](N(C)C)(N(C)C)N(C)C)C2C=CC=CC=2N=N1.[NH2:46][C:47]1[S:48][C:49]2[CH:55]=[C:54]([S:56]([CH3:59])(=[O:58])=[O:57])[CH:53]=[CH:52][C:50]=2[N:51]=1.C(N(CC)C(C)C)(C)C.